Dataset: Full USPTO retrosynthesis dataset with 1.9M reactions from patents (1976-2016). Task: Predict the reactants needed to synthesize the given product. Given the product [C:1]([N:5]([CH2:24][C:25]([F:28])([F:26])[F:27])[S:6]([C:9]1[CH:14]=[CH:13][C:12]([C:30]2[C:31]([Cl:47])=[CH:32][C:33]([NH:40][C:41]3[N:45]=[C:44]([NH2:46])[NH:43][N:42]=3)=[CH:34][C:35]=2[C:36]([F:38])([F:39])[F:37])=[CH:11][CH:10]=1)(=[O:8])=[O:7])([CH3:2])([CH3:4])[CH3:3], predict the reactants needed to synthesize it. The reactants are: [C:1]([N:5]([CH2:24][C:25]([F:28])([F:27])[F:26])[S:6]([C:9]1[CH:14]=[CH:13][C:12](B2OC(C)(C)C(C)(C)O2)=[CH:11][CH:10]=1)(=[O:8])=[O:7])([CH3:4])([CH3:3])[CH3:2].Br[C:30]1[C:35]([C:36]([F:39])([F:38])[F:37])=[CH:34][C:33]([NH:40][C:41]2[N:45]=[C:44]([NH2:46])[NH:43][N:42]=2)=[CH:32][C:31]=1[Cl:47].CN1C(C)(C)CC(SC2C=CC(B3OC(C)(C)C(C)(C)O3)=CC=2)CC1(C)C.C(=O)([O-])[O-].[K+].[K+].